The task is: Predict the product of the given reaction.. This data is from Forward reaction prediction with 1.9M reactions from USPTO patents (1976-2016). (1) Given the reactants [Cl:1][C:2]1[CH:7]=[CH:6][C:5](/[CH:8]=[CH:9]/[C:10]([N:12]2[CH2:17][CH2:16][CH:15]([C:18]([NH:20][NH2:21])=[O:19])[CH2:14][CH2:13]2)=[O:11])=[C:4]([CH2:22][N:23]2[N:27]=[N:26][C:25]([CH3:28])=[N:24]2)[CH:3]=1.[O:29]1[CH2:34][CH2:33][CH:32]([CH2:35][C:36](O)=O)[CH2:31][CH2:30]1, predict the reaction product. The product is: [Cl:1][C:2]1[CH:7]=[CH:6][C:5](/[CH:8]=[CH:9]/[C:10]([N:12]2[CH2:17][CH2:16][CH:15]([C:18]3[O:19][C:36]([CH2:35][CH:32]4[CH2:33][CH2:34][O:29][CH2:30][CH2:31]4)=[N:21][N:20]=3)[CH2:14][CH2:13]2)=[O:11])=[C:4]([CH2:22][N:23]2[N:27]=[N:26][C:25]([CH3:28])=[N:24]2)[CH:3]=1. (2) Given the reactants [C:1]([C:5]1[CH:11]=[CH:10][C:8]([NH2:9])=[C:7]([N+:12]([O-:14])=[O:13])[CH:6]=1)([CH3:4])([CH3:3])[CH3:2].[C:15]1(=O)[O:20][C:18](=[O:19])[CH2:17][CH2:16]1.C(N(CC)CC)C, predict the reaction product. The product is: [C:1]([C:5]1[CH:11]=[CH:10][C:8]([N:9]2[C:18](=[O:19])[CH2:17][CH2:16][C:15]2=[O:20])=[C:7]([N+:12]([O-:14])=[O:13])[CH:6]=1)([CH3:4])([CH3:2])[CH3:3]. (3) The product is: [CH:26]1([C:8]([N:5]2[CH2:6][CH2:7][C@@H:3]([C:1]#[N:2])[CH2:4]2)=[O:10])[CH2:28][CH2:27]1. Given the reactants [C:1]([C@@H:3]1[CH2:7][CH2:6][N:5]([C:8]([O:10]C(C)(C)C)=O)[CH2:4]1)#[N:2].Cl.O1CCOCC1.C(N(CC)[CH:26]([CH3:28])[CH3:27])(C)C.C1(C(Cl)=O)CC1, predict the reaction product. (4) Given the reactants [O:1]([C:8]1[CH:9]=[C:10]([C:14]2[CH:18]=[C:17]([CH2:19][CH2:20][CH:21]=O)[O:16][N:15]=2)[CH:11]=[CH:12][CH:13]=1)[C:2]1[CH:7]=[CH:6][CH:5]=[CH:4][CH:3]=1.[C:23]1([N:29]2[CH2:34][CH2:33][NH:32][CH2:31][CH2:30]2)[CH:28]=[CH:27][CH:26]=[CH:25][CH:24]=1.[BH-](OC(C)=O)(OC(C)=O)OC(C)=O.[Na+], predict the reaction product. The product is: [O:1]([C:8]1[CH:13]=[CH:12][CH:11]=[C:10]([C:14]2[CH:18]=[C:17]([CH2:19][CH2:20][CH2:21][N:32]3[CH2:33][CH2:34][N:29]([C:23]4[CH:28]=[CH:27][CH:26]=[CH:25][CH:24]=4)[CH2:30][CH2:31]3)[O:16][N:15]=2)[CH:9]=1)[C:2]1[CH:3]=[CH:4][CH:5]=[CH:6][CH:7]=1. (5) The product is: [F:1][C:2]1[CH:3]=[C:4]2[C:9](=[CH:10][CH:11]=1)[N:8]=[C:7]([NH:12][C:13]([N:30]1[CH2:29][CH2:28][N:27]([C:24]3[CH:23]=[CH:22][C:21]([Cl:20])=[CH:26][CH:25]=3)[CH2:32][CH2:31]1)=[O:17])[C:6]([O:18][CH3:19])=[N:5]2. Given the reactants [F:1][C:2]1[CH:3]=[C:4]2[C:9](=[CH:10][CH:11]=1)[N:8]=[C:7]([NH:12][C:13](=[O:17])OCC)[C:6]([O:18][CH3:19])=[N:5]2.[Cl:20][C:21]1[CH:26]=[CH:25][C:24]([N:27]2[CH2:32][CH2:31][NH:30][CH2:29][CH2:28]2)=[CH:23][CH:22]=1, predict the reaction product. (6) The product is: [CH2:1]([O:3][C:4](=[O:26])[CH2:5][CH:6]([N:13]1[C:21]2[C:16](=[CH:17][C:18]([O:22][CH2:23][CH2:24][O:25][N:28]3[C:32](=[O:33])[C:31]4[C:30](=[CH:37][CH:36]=[CH:35][CH:34]=4)[C:29]3=[O:38])=[CH:19][CH:20]=2)[CH:15]=[CH:14]1)[C:7]1[CH:8]=[CH:9][CH:10]=[CH:11][CH:12]=1)[CH3:2]. Given the reactants [CH2:1]([O:3][C:4](=[O:26])[CH2:5][CH:6]([N:13]1[C:21]2[C:16](=[CH:17][C:18]([O:22][CH2:23][CH2:24][OH:25])=[CH:19][CH:20]=2)[CH:15]=[CH:14]1)[C:7]1[CH:12]=[CH:11][CH:10]=[CH:9][CH:8]=1)[CH3:2].O[N:28]1[C:32](=[O:33])[C:31]2=[CH:34][CH:35]=[CH:36][CH:37]=[C:30]2[C:29]1=[O:38].C1(P(C2C=CC=CC=2)C2C=CC=CC=2)C=CC=CC=1.CC(OC(/N=N/C(OC(C)C)=O)=O)C, predict the reaction product.